From a dataset of Reaction yield outcomes from USPTO patents with 853,638 reactions. Predict the reaction yield, written as a fraction of the theoretical maximum amount of product (1.0 means a 100% yield; for example, 0.34 means a 34% yield). (1) The reactants are I[C:2]1[CH:6]=[CH:5][S:4][C:3]=1[C:7]1[S:8][CH:9]=[CH:10][C:11]=1I.[CH3:13][CH2:14][CH2:15][CH2:16][CH2:17][CH2:18][CH2:19][CH2:20][C:21]#[C:22][CH2:23][CH2:24][CH2:25][CH2:26][CH2:27][CH2:28][CH2:29][CH3:30].C(N(CCCC)CCCC)CCC. The catalyst is CC([O-])=O.CC([O-])=O.[Pd+2].CN(C=O)C. The product is [CH2:23]([C:22]1[C:11]2[CH:10]=[CH:9][S:8][C:7]=2[C:3]2[S:4][CH:5]=[CH:6][C:2]=2[C:21]=1[CH2:20][CH2:19][CH2:18][CH2:17][CH2:16][CH2:15][CH2:14][CH3:13])[CH2:24][CH2:25][CH2:26][CH2:27][CH2:28][CH2:29][CH3:30]. The yield is 0.850. (2) The reactants are [Cl:1][C:2]1[N:3]=[CH:4][CH:5]=[C:6]2[C:10]([CH3:11])=[C:9]([CH3:12])[NH:8][C:7]=12.[CH3:13][C:14]1[CH:21]=[CH:20][C:17]([CH2:18]Cl)=[CH:16][CH:15]=1. No catalyst specified. The product is [Cl:1][C:2]1[N:3]=[CH:4][CH:5]=[C:6]2[C:10]([CH3:11])=[C:9]([CH3:12])[N:8]([CH2:13][C:14]3[CH:21]=[CH:20][C:17]([CH3:18])=[CH:16][CH:15]=3)[C:7]=12. The yield is 0.750. (3) The reactants are [Cl:1][C:2]1[C:3]([C:18]2[S:19][C:20]([C:23]3[N:24]=[C:25]4[CH:30]=[CH:29][C:28]([C:31]([F:34])([F:33])[F:32])=[CH:27][N:26]4[CH:35]=3)=[N:21][N:22]=2)=[CH:4][C:5]([F:17])=[C:6]([CH:16]=1)[O:7][CH2:8][C:9]1([CH3:15])[CH2:13][O:12]C(=O)[NH:10]1. The catalyst is O.CCO. The product is [ClH:1].[NH2:10][C:9]([CH3:15])([CH2:8][O:7][C:6]1[CH:16]=[C:2]([Cl:1])[C:3]([C:18]2[S:19][C:20]([C:23]3[N:24]=[C:25]4[CH:30]=[CH:29][C:28]([C:31]([F:33])([F:32])[F:34])=[CH:27][N:26]4[CH:35]=3)=[N:21][N:22]=2)=[CH:4][C:5]=1[F:17])[CH2:13][OH:12]. The yield is 0.0600.